From a dataset of Full USPTO retrosynthesis dataset with 1.9M reactions from patents (1976-2016). Predict the reactants needed to synthesize the given product. (1) Given the product [NH:20]1[C:21]([C:22]2[CH:23]=[C:24]([NH:28][S:7]([C:4]3[CH:5]=[CH:6][C:1]([C:11]4[CH:16]=[CH:15][CH:14]=[CH:13][CH:12]=4)=[CH:2][CH:3]=3)(=[O:9])=[O:8])[CH:25]=[CH:26][CH:27]=2)=[N:17][N:18]=[N:19]1, predict the reactants needed to synthesize it. The reactants are: [C:1]1([C:11]2[CH:16]=[CH:15][CH:14]=[CH:13][CH:12]=2)[CH:6]=[CH:5][C:4]([S:7](Cl)(=[O:9])=[O:8])=[CH:3][CH:2]=1.[NH:17]1[C:21]([C:22]2[CH:23]=[C:24]([NH2:28])[CH:25]=[CH:26][CH:27]=2)=[N:20][N:19]=[N:18]1. (2) Given the product [Br:1][C:2]1[CH:11]=[CH:10][CH:9]=[CH:8][C:3]=1[O:4][CH2:5][CH2:6][NH2:7], predict the reactants needed to synthesize it. The reactants are: [Br:1][C:2]1[CH:11]=[CH:10][CH:9]=[CH:8][C:3]=1[O:4][CH2:5][C:6]#[N:7]. (3) Given the product [CH2:24]([O:9][CH2:8][C:6]1[CH:5]=[C:4]([F:10])[C:3]([C:11]2[N:16]=[C:15]([C:17]([O:19][CH3:20])=[O:18])[CH:14]=[CH:13][C:12]=2[F:21])=[C:2]([F:1])[CH:7]=1)[CH3:25], predict the reactants needed to synthesize it. The reactants are: [F:1][C:2]1[CH:7]=[C:6]([CH2:8][OH:9])[CH:5]=[C:4]([F:10])[C:3]=1[C:11]1[N:16]=[C:15]([C:17]([O:19][CH3:20])=[O:18])[CH:14]=[CH:13][C:12]=1[F:21].[H-].[Na+].[CH2:24](I)[CH3:25]. (4) The reactants are: [Cl:1][C:2]1[CH:3]=[C:4]([C@H:8]2[CH2:13][CH2:12][C:11](=[O:14])[N:10]([C@@H:15]([CH2:23][CH3:24])[C:16]([O:18][C:19]([CH3:22])([CH3:21])[CH3:20])=[O:17])[C@@H:9]2[C:25]2[CH:30]=[CH:29][C:28]([Cl:31])=[CH:27][CH:26]=2)[CH:5]=[CH:6][CH:7]=1.[CH2:32](Br)[CH:33]=[CH2:34].C[Si]([N-][Si](C)(C)C)(C)C.[Li+]. Given the product [CH2:34]([C@@H:12]1[CH2:13][C@H:8]([C:4]2[CH:5]=[CH:6][CH:7]=[C:2]([Cl:1])[CH:3]=2)[C@@H:9]([C:25]2[CH:26]=[CH:27][C:28]([Cl:31])=[CH:29][CH:30]=2)[N:10]([C@@H:15]([CH2:23][CH3:24])[C:16]([O:18][C:19]([CH3:22])([CH3:21])[CH3:20])=[O:17])[C:11]1=[O:14])[CH:33]=[CH2:32], predict the reactants needed to synthesize it. (5) Given the product [Cl:16][C:13]1[CH:14]=[CH:15][C:10]([CH:9]2[CH2:8][N:7]([CH3:17])[C:6](=[O:18])[C:5]3[S:19][C:2]([N:20]4[CH2:25][CH2:24][O:23][CH2:22][CH2:21]4)=[CH:3][C:4]2=3)=[CH:11][CH:12]=1, predict the reactants needed to synthesize it. The reactants are: Br[C:2]1[S:19][C:5]2[C:6](=[O:18])[N:7]([CH3:17])[CH2:8][CH:9]([C:10]3[CH:15]=[CH:14][C:13]([Cl:16])=[CH:12][CH:11]=3)[C:4]=2[CH:3]=1.[NH:20]1[CH2:25][CH2:24][O:23][CH2:22][CH2:21]1.O1CCOCC1.C(=O)([O-])[O-].[Cs+].[Cs+].C1(P(C2C=CC=CC=2)C2C3OC4C(=CC=CC=4P(C4C=CC=CC=4)C4C=CC=CC=4)C(C)(C)C=3C=CC=2)C=CC=CC=1. (6) The reactants are: [CH2:1]([O:3][C:4](=[O:22])[NH:5][C:6]1[CH:11]=[CH:10][CH:9]=[C:8]([CH2:12][N:13]2[C:18](=[O:19])[CH:17]=[CH:16][C:15]([C:20]#[N:21])=[N:14]2)[CH:7]=1)[CH3:2].[Cl-].C([NH2+]CC)C.O.[S-2:30].[Na+].[Na+].O. Given the product [CH2:1]([O:3][C:4](=[O:22])[NH:5][C:6]1[CH:11]=[CH:10][CH:9]=[C:8]([CH2:12][N:13]2[C:18](=[O:19])[CH:17]=[CH:16][C:15]([C:20](=[S:30])[NH2:21])=[N:14]2)[CH:7]=1)[CH3:2], predict the reactants needed to synthesize it. (7) Given the product [CH3:1][C:2]1[C:11]([C:12]([NH:62][CH2:61][C:60]2[CH:63]=[CH:64][CH:65]=[C:58]([C:57]([F:56])([F:66])[F:67])[CH:59]=2)=[O:14])=[C:10]([N:17]2[CH2:18][CH2:19][CH2:20][CH2:21][CH2:22]2)[C:9]2[C:4](=[N:5][CH:6]=[CH:7][CH:8]=2)[N:3]=1, predict the reactants needed to synthesize it. The reactants are: [CH3:1][C:2]1[C:11]([C:12]([O:14]CC)=O)=[C:10]([N:17]2[CH2:22][CH2:21][CH2:20][CH2:19][CH2:18]2)[C:9]2[C:4](=[N:5][CH:6]=[CH:7][CH:8]=2)[N:3]=1.[OH-].[Na+].Cl.Cl.CN(C)CCCN=C=NCC.O.ON1C2C=CC=CC=2N=N1.CCN(CC)CC.[F:56][C:57]([F:67])([F:66])[C:58]1[CH:59]=[C:60]([CH:63]=[CH:64][CH:65]=1)[CH2:61][NH2:62]. (8) Given the product [Cl:1][C:2]1[N:7]=[C:6]([C:16]2[CH:17]=[CH:18][C:13]([CH2:9][CH:10]([CH3:12])[CH3:11])=[CH:14][CH:15]=2)[CH:5]=[CH:4][N:3]=1, predict the reactants needed to synthesize it. The reactants are: [Cl:1][C:2]1[N:7]=[C:6](Cl)[CH:5]=[CH:4][N:3]=1.[CH2:9]([C:13]1[CH:18]=[CH:17][C:16](B(O)O)=[CH:15][CH:14]=1)[CH:10]([CH3:12])[CH3:11].